Dataset: Catalyst prediction with 721,799 reactions and 888 catalyst types from USPTO. Task: Predict which catalyst facilitates the given reaction. (1) Product: [C:1]([C:5]1[CH:9]=[C:8]([CH2:10][NH:11][C:38]([NH:37][C:34]2[CH:35]=[N:36][C:31]([NH:30][CH2:29][CH2:28][O:27][CH3:26])=[CH:32][CH:33]=2)=[O:39])[N:7]([C:12]2[CH:17]=[CH:16][CH:15]=[C:14]([Cl:18])[CH:13]=2)[N:6]=1)([CH3:4])([CH3:2])[CH3:3]. Reactant: [C:1]([C:5]1[CH:9]=[C:8]([CH2:10][NH2:11])[N:7]([C:12]2[CH:17]=[CH:16][CH:15]=[C:14]([Cl:18])[CH:13]=2)[N:6]=1)([CH3:4])([CH3:3])[CH3:2].C(N(CC)CC)C.[CH3:26][O:27][CH2:28][CH2:29][NH:30][C:31]1[N:36]=[CH:35][C:34]([NH:37][C:38](=O)[O:39]C2C=CC=CC=2)=[CH:33][CH:32]=1. The catalyst class is: 10. (2) Reactant: [CH2:1]([O:3][C:4](=[O:39])[CH2:5][CH:6]([C:29]1[CH:38]=[N:37][C:36]2[C:31](=[CH:32][CH:33]=[CH:34][CH:35]=2)[N:30]=1)[CH2:7][CH2:8][CH2:9][CH2:10][CH2:11][CH2:12][C:13]1[CH:18]=[CH:17][CH:16]=[C:15]([NH:19][CH2:20][C:21]2[CH:26]=[CH:25][C:24]([O:27][CH3:28])=[CH:23][CH:22]=2)[N:14]=1)[CH3:2].C=O.[C:42](O)(=O)C.[BH3-]C#N.[Na+]. Product: [CH2:1]([O:3][C:4](=[O:39])[CH2:5][CH:6]([C:29]1[CH:38]=[N:37][C:36]2[C:31](=[CH:32][CH:33]=[CH:34][CH:35]=2)[N:30]=1)[CH2:7][CH2:8][CH2:9][CH2:10][CH2:11][CH2:12][C:13]1[CH:18]=[CH:17][CH:16]=[C:15]([N:19]([CH2:20][C:21]2[CH:22]=[CH:23][C:24]([O:27][CH3:28])=[CH:25][CH:26]=2)[CH3:42])[N:14]=1)[CH3:2]. The catalyst class is: 5. (3) Product: [CH2:22]([O:29][CH:30]1[C@H:35]([NH:36][C:37](=[O:38])[O:1][C@@H:2]([C:3](=[O:4])[NH:5][C@@H:6]([CH3:14])[CH2:7][C:8]2[CH:13]=[CH:12][CH:11]=[CH:10][CH:9]=2)[CH3:15])[C@@H:34]([O:39][CH2:40][C:41]2[CH:46]=[CH:45][CH:44]=[CH:43][CH:42]=2)[C@H:33]([O:47][CH2:48][C:49]2[CH:50]=[CH:51][CH:52]=[CH:53][CH:54]=2)[C@@H:32]([CH2:55][O:56][CH2:57][C:58]2[CH:59]=[CH:60][CH:61]=[CH:62][CH:63]=2)[O:31]1)[C:23]1[CH:24]=[CH:25][CH:26]=[CH:27][CH:28]=1. Reactant: [OH:1][C@H:2]([CH3:15])[C:3]([NH:5][C@@H:6]([CH3:14])[CH2:7][C:8]1[CH:13]=[CH:12][CH:11]=[CH:10][CH:9]=1)=[O:4].CC(C)([O-])C.[K+].[CH2:22]([O:29][CH:30]1[C@H:35]([N:36]=[C:37]=[O:38])[C@@H:34]([O:39][CH2:40][C:41]2[CH:46]=[CH:45][CH:44]=[CH:43][CH:42]=2)[C@H:33]([O:47][CH2:48][C:49]2[CH:54]=[CH:53][CH:52]=[CH:51][CH:50]=2)[C@@H:32]([CH2:55][O:56][CH2:57][C:58]2[CH:63]=[CH:62][CH:61]=[CH:60][CH:59]=2)[O:31]1)[C:23]1[CH:28]=[CH:27][CH:26]=[CH:25][CH:24]=1. The catalyst class is: 1. (4) The catalyst class is: 4. Product: [N+:1]([C:4]1[CH:9]=[CH:8][C:7]([CH2:10][C:11]([NH:25][NH2:26])=[O:13])=[CH:6][CH:5]=1)([O-:3])=[O:2]. Reactant: [N+:1]([C:4]1[CH:9]=[CH:8][C:7]([CH2:10][C:11]([OH:13])=O)=[CH:6][CH:5]=1)([O-:3])=[O:2].C(Cl)(=O)C(Cl)=O.CN(C=O)C.[NH2:25][NH2:26]. (5) Reactant: [C:1]([C:3]1[CH:4]=[C:5]([CH2:27][C:28]([O:30]C(C)(C)C)=[O:29])[CH:6]=[CH:7][C:8]=1[O:9][C:10]1[CH:15]=[CH:14][C:13]([C:16](=[O:26])[NH:17][CH2:18][CH2:19][C:20]2[CH:25]=[CH:24][CH:23]=[CH:22][CH:21]=2)=[CH:12][CH:11]=1)#[N:2].C(O)(C(F)(F)F)=O. Product: [C:1]([C:3]1[CH:4]=[C:5]([CH2:27][C:28]([OH:30])=[O:29])[CH:6]=[CH:7][C:8]=1[O:9][C:10]1[CH:11]=[CH:12][C:13]([C:16](=[O:26])[NH:17][CH2:18][CH2:19][C:20]2[CH:21]=[CH:22][CH:23]=[CH:24][CH:25]=2)=[CH:14][CH:15]=1)#[N:2]. The catalyst class is: 4. (6) Reactant: [CH3:1][N:2]([CH2:4][C:5]1[C:13]2[O:12][N:11]=[C:10]([CH2:14][CH2:15][CH:16]3[CH2:21][CH2:20][N:19]([C:22]4[CH:27]=[CH:26][CH:25]=[CH:24][CH:23]=4)[CH2:18][CH2:17]3)[C:9]=2[CH:8]=[CH:7][C:6]=1[O:28][CH2:29][CH:30]1[CH2:32][CH2:31]1)[CH3:3].[C:33]([OH:40])(=[O:39])/[CH:34]=[CH:35]/[C:36]([OH:38])=[O:37]. Product: [C:33]([OH:40])(=[O:39])/[CH:34]=[CH:35]/[C:36]([OH:38])=[O:37].[CH3:1][N:2]([CH2:4][C:5]1[C:13]2[O:12][N:11]=[C:10]([CH2:14][CH2:15][CH:16]3[CH2:17][CH2:18][N:19]([C:22]4[CH:23]=[CH:24][CH:25]=[CH:26][CH:27]=4)[CH2:20][CH2:21]3)[C:9]=2[CH:8]=[CH:7][C:6]=1[O:28][CH2:29][CH:30]1[CH2:31][CH2:32]1)[CH3:3]. The catalyst class is: 21.